From a dataset of Forward reaction prediction with 1.9M reactions from USPTO patents (1976-2016). Predict the product of the given reaction. (1) The product is: [Cl:35][C:32]1[CH:33]=[CH:34][C:29]([N:18]2[C:19](=[O:28])[C:20]3[N:21]=[CH:22][N:23]([CH2:26][CH3:27])[C:24]=3[N:25]=[C:17]2[CH:16]([C:15]2[CH:36]=[CH:37][CH:38]=[C:13]([C:12]([F:39])([F:11])[F:40])[CH:14]=2)[CH3:42])=[CH:30][CH:31]=1. Given the reactants C[Si]([N-][Si](C)(C)C)(C)C.[Na+].[F:11][C:12]([F:40])([F:39])[C:13]1[CH:14]=[C:15]([CH:36]=[CH:37][CH:38]=1)[CH2:16][C:17]1[N:18]([C:29]2[CH:34]=[CH:33][C:32]([Cl:35])=[CH:31][CH:30]=2)[C:19](=[O:28])[C:20]2[N:21]=[CH:22][N:23]([CH2:26][CH3:27])[C:24]=2[N:25]=1.I[CH3:42], predict the reaction product. (2) Given the reactants [F:1][C:2]1([F:17])[O:6][C:5]2[CH:7]=[CH:8][C:9]([C:11]3([C:14]([OH:16])=O)[CH2:13][CH2:12]3)=[CH:10][C:4]=2[O:3]1.F[P-](F)(F)(F)(F)F.CN(C(N(C)C)=[N+]1C2C(=NC=CC=2)[N+]([O-])=N1)C.Cl.[NH2:43][CH:44]1[CH2:49][C@@H:48]([CH3:50])[O:47][C@@H:46]([C:51]2[CH:60]=[CH:59][C:54]([C:55]([O:57][CH3:58])=[O:56])=[CH:53][CH:52]=2)[CH2:45]1.C(N(C(C)C)C(C)C)C, predict the reaction product. The product is: [F:17][C:2]1([F:1])[O:6][C:5]2[CH:7]=[CH:8][C:9]([C:11]3([C:14]([NH:43][C@H:44]4[CH2:49][C@@H:48]([CH3:50])[O:47][C@@H:46]([C:51]5[CH:60]=[CH:59][C:54]([C:55]([O:57][CH3:58])=[O:56])=[CH:53][CH:52]=5)[CH2:45]4)=[O:16])[CH2:12][CH2:13]3)=[CH:10][C:4]=2[O:3]1. (3) The product is: [CH3:24][S:21]([N:18]1[CH2:17][CH2:16][N:15]([C@H:12]2[CH2:13][CH2:14][C@H:9]([NH2:8])[CH2:10][CH2:11]2)[CH2:20][CH2:19]1)(=[O:22])=[O:23]. Given the reactants C([N:8](CC1C=CC=CC=1)[C@H:9]1[CH2:14][CH2:13][C@H:12]([N:15]2[CH2:20][CH2:19][N:18]([S:21]([CH3:24])(=[O:23])=[O:22])[CH2:17][CH2:16]2)[CH2:11][CH2:10]1)C1C=CC=CC=1, predict the reaction product. (4) Given the reactants C([N:3]([CH2:6][CH3:7])[CH2:4]C)C.P(N=[N+]=[N-])(OC1C=CC=CC=1)(OC1C=CC=CC=1)=[O:9].[S:27]1C=C(C(O)=O)[N:29]=[CH:28]1.[C:35]([OH:39])([CH3:38])([CH3:37])[CH3:36], predict the reaction product. The product is: [S:27]1[CH:7]=[C:6]([NH:3][C:4](=[O:9])[O:39][C:35]([CH3:38])([CH3:37])[CH3:36])[N:29]=[CH:28]1. (5) The product is: [CH3:15][C:13]1([CH3:16])[C:12]([CH3:17])([CH3:18])[O:11][B:10]([C:8]2[NH:7][C:6]3[CH2:2][NH:3][C:4](=[O:19])[C:5]=3[CH:9]=2)[O:14]1. Given the reactants C[C@@H:2]1[C:6]2[NH:7][C:8]([B:10]3[O:14][C:13]([CH3:16])([CH3:15])[C:12]([CH3:18])([CH3:17])[O:11]3)=[CH:9][C:5]=2[C:4](=[O:19])[NH:3]1.N1C=CC2C(=O)NCC1=2, predict the reaction product. (6) Given the reactants [CH3:1][C:2]1[C:7]([CH2:8]O)=[CH:6][CH:5]=[CH:4][N:3]=1.O=S(Cl)[Cl:12], predict the reaction product. The product is: [Cl:12][CH2:8][C:7]1[C:2]([CH3:1])=[N:3][CH:4]=[CH:5][CH:6]=1. (7) Given the reactants C(N(CC)C(C)C)(C)C.CN(C(ON1N=NC2C=CC=NC1=2)=[N+](C)C)C.F[P-](F)(F)(F)(F)F.[C:34]([O:38][C:39]([NH:41][CH:42]1[CH2:47][CH2:46][N:45]([CH:48]2[CH2:53][CH:52]([C:54]3[CH:59]=[CH:58][CH:57]=[CH:56][CH:55]=3)[CH:51]([C:60]([NH:62][C:63]3[CH:75]=[CH:74][C:66]([C:67]([O:69][C:70]([CH3:73])([CH3:72])[CH3:71])=[O:68])=[CH:65][CH:64]=3)=[O:61])[NH:50][CH2:49]2)[CH2:44][CH2:43]1)=[O:40])([CH3:37])([CH3:36])[CH3:35].[Cl:76][C:77]1[CH:78]=[CH:79][C:80]([N:88]2[CH:92]=[N:91][N:90]=[N:89]2)=[C:81](/[CH:83]=[CH:84]/[C:85](O)=[O:86])[CH:82]=1, predict the reaction product. The product is: [C:34]([O:38][C:39]([NH:41][CH:42]1[CH2:43][CH2:44][N:45]([CH:48]2[CH2:53][CH:52]([C:54]3[CH:59]=[CH:58][CH:57]=[CH:56][CH:55]=3)[CH:51]([C:60]([NH:62][C:63]3[CH:64]=[CH:65][C:66]([C:67]([O:69][C:70]([CH3:73])([CH3:72])[CH3:71])=[O:68])=[CH:74][CH:75]=3)=[O:61])[N:50]([C:85](=[O:86])/[CH:84]=[CH:83]/[C:81]3[CH:82]=[C:77]([Cl:76])[CH:78]=[CH:79][C:80]=3[N:88]3[CH:92]=[N:91][N:90]=[N:89]3)[CH2:49]2)[CH2:46][CH2:47]1)=[O:40])([CH3:37])([CH3:35])[CH3:36]. (8) Given the reactants [CH2:1]([O:3][C:4]([C:6]1[N:7]=[CH:8][S:9][C:10]=1I)=[O:5])[CH3:2].[CH2:12]([Sn](CCCC)(CCCC)C#C)[CH2:13]CC.O1C=CC=C1P(C1OC=CC=1)C1OC=CC=1.C(OCC)(=O)C, predict the reaction product. The product is: [CH2:1]([O:3][C:4]([C:6]1[N:7]=[CH:8][S:9][C:10]=1[C:12]#[CH:13])=[O:5])[CH3:2].